This data is from NCI-60 drug combinations with 297,098 pairs across 59 cell lines. The task is: Regression. Given two drug SMILES strings and cell line genomic features, predict the synergy score measuring deviation from expected non-interaction effect. (1) Drug 1: C1=NC2=C(N1)C(=S)N=CN2. Drug 2: C(CCl)NC(=O)N(CCCl)N=O. Cell line: A498. Synergy scores: CSS=4.17, Synergy_ZIP=-0.299, Synergy_Bliss=-0.751, Synergy_Loewe=-9.75, Synergy_HSA=-6.67. (2) Drug 2: CN(CCCl)CCCl.Cl. Synergy scores: CSS=23.6, Synergy_ZIP=-5.75, Synergy_Bliss=-0.837, Synergy_Loewe=-0.590, Synergy_HSA=2.00. Cell line: A498. Drug 1: CC1=C(N=C(N=C1N)C(CC(=O)N)NCC(C(=O)N)N)C(=O)NC(C(C2=CN=CN2)OC3C(C(C(C(O3)CO)O)O)OC4C(C(C(C(O4)CO)O)OC(=O)N)O)C(=O)NC(C)C(C(C)C(=O)NC(C(C)O)C(=O)NCCC5=NC(=CS5)C6=NC(=CS6)C(=O)NCCC[S+](C)C)O. (3) Drug 1: C1CN(CCN1C(=O)CCBr)C(=O)CCBr. Drug 2: CC1C(C(CC(O1)OC2CC(CC3=C2C(=C4C(=C3O)C(=O)C5=C(C4=O)C(=CC=C5)OC)O)(C(=O)CO)O)N)O.Cl. Cell line: OVCAR3. Synergy scores: CSS=28.0, Synergy_ZIP=-0.470, Synergy_Bliss=-1.43, Synergy_Loewe=-16.6, Synergy_HSA=-1.36.